From a dataset of Full USPTO retrosynthesis dataset with 1.9M reactions from patents (1976-2016). Predict the reactants needed to synthesize the given product. (1) Given the product [F:21][C:16]1[CH:17]=[CH:18][CH:19]=[CH:20][C:15]=1[C:14]1[C:6]2[C:5]3[C:9](=[CH:10][C:2]([NH:1][C:25](=[O:32])[C:26]4[CH:31]=[CH:30][N:29]=[CH:28][CH:27]=4)=[CH:3][CH:4]=3)[NH:8][C:7]=2[C:11]([C:22]([NH2:24])=[O:23])=[N:12][CH:13]=1, predict the reactants needed to synthesize it. The reactants are: [NH2:1][C:2]1[CH:10]=[C:9]2[C:5]([C:6]3[C:14]([C:15]4[CH:20]=[CH:19][CH:18]=[CH:17][C:16]=4[F:21])=[CH:13][N:12]=[C:11]([C:22]([NH2:24])=[O:23])[C:7]=3[NH:8]2)=[CH:4][CH:3]=1.[C:25](O)(=[O:32])[C:26]1[CH:31]=[CH:30][N:29]=[CH:28][CH:27]=1.F[P-](F)(F)(F)(F)F.N1(O[P+](N(C)C)(N(C)C)N(C)C)C2C=CC=CC=2N=N1.CN1CCOCC1. (2) Given the product [NH2:17][C:7]1[CH:6]=[C:5]([C:28]([F:31])([F:30])[F:29])[C:4]([CH:1]2[CH2:2][CH2:3]2)=[C:9]([N:10]2[C:14](=[O:15])[N:13]([CH3:16])[N:12]=[N:11]2)[CH:8]=1, predict the reactants needed to synthesize it. The reactants are: [CH:1]1([C:4]2[C:9]([N:10]3[C:14](=[O:15])[N:13]([CH3:16])[N:12]=[N:11]3)=[CH:8][C:7]([N:17]3C(=O)C4C(=CC=CC=4)C3=O)=[CH:6][C:5]=2[C:28]([F:31])([F:30])[F:29])[CH2:3][CH2:2]1. (3) Given the product [CH3:31][C:29]1[N:30]=[C:26]([NH:25][C:8]([C:10]2[C:15]([NH:16][C:17]3[CH:22]=[N:21][CH:20]=[N:19][CH:18]=3)=[CH:14][CH:13]=[C:12]([CH2:23][CH3:24])[N:11]=2)=[O:9])[S:27][CH:28]=1, predict the reactants needed to synthesize it. The reactants are: [Al](C)(C)C.C(O[C:8]([C:10]1[C:15]([NH:16][C:17]2[CH:18]=[N:19][CH:20]=[N:21][CH:22]=2)=[CH:14][CH:13]=[C:12]([CH2:23][CH3:24])[N:11]=1)=[O:9])C.[NH2:25][C:26]1[S:27][CH:28]=[C:29]([CH3:31])[N:30]=1. (4) The reactants are: Br[C:2]1[CH:15]=[C:14]([Cl:16])[C:5]([O:6][Si:7]([C:10]([CH3:13])([CH3:12])[CH3:11])([CH3:9])[CH3:8])=[C:4]([Cl:17])[CH:3]=1.[Li]CC[CH2:21][CH3:22].[OH2:23]. Given the product [Si:7]([O:6][C:5]1[C:14]([Cl:16])=[CH:15][C:2]([C:21](=[O:23])[CH3:22])=[CH:3][C:4]=1[Cl:17])([C:10]([CH3:13])([CH3:12])[CH3:11])([CH3:9])[CH3:8], predict the reactants needed to synthesize it. (5) Given the product [Cl:16][C:17]1[CH:22]=[CH:21][CH:20]=[C:19]([CH3:23])[C:18]=1[S:24]([N:1]1[CH2:6][CH2:5][CH2:4][CH2:3][CH:2]1[CH2:7][OH:8])(=[O:25])=[O:26], predict the reactants needed to synthesize it. The reactants are: [NH:1]1[CH2:6][CH2:5][CH2:4][CH2:3][CH:2]1[CH2:7][OH:8].C(N(CC)CC)C.[Cl:16][C:17]1[CH:22]=[CH:21][CH:20]=[C:19]([CH3:23])[C:18]=1[S:24](Cl)(=[O:26])=[O:25].Cl. (6) Given the product [CH2:21]([N:23]([CH2:24][CH3:25])[C:5](=[O:7])[C:4]1[CH:8]=[CH:9][C:10]([N+:11]([O-:13])=[O:12])=[C:2]([F:1])[CH:3]=1)[CH3:22], predict the reactants needed to synthesize it. The reactants are: [F:1][C:2]1[CH:3]=[C:4]([CH:8]=[CH:9][C:10]=1[N+:11]([O-:13])=[O:12])[C:5]([OH:7])=O.C(Cl)Cl.O=S(Cl)Cl.[CH2:21]([NH:23][CH2:24][CH3:25])[CH3:22].C(N(CC)CC)C. (7) Given the product [Cl:52][C:47]1[CH:46]=[C:45]([CH:50]=[CH:49][C:48]=1[Cl:51])[CH2:44][O:43][C:40]1[CH:39]=[CH:38][C:37]([C@@H:35]2[CH2:34][O:33][C:29]3=[CH:30][C:31]4[CH2:32][C@@H:23]([C:21]([NH:20][C@@H:4]([CH2:5][C:6]5[CH:11]=[CH:10][C:9]([C:12]6[CH:17]=[CH:16][N:15]=[C:14]([CH3:18])[C:13]=6[CH3:19])=[CH:8][CH:7]=5)[C:3]([OH:2])=[O:53])=[O:22])[N:24]([C:55](=[O:56])[NH:54][C@@H:57]([C:59]5[CH:64]=[CH:63][CH:62]=[CH:61][CH:60]=5)[CH3:58])[CH2:25][C:26]=4[CH:27]=[C:28]3[O:36]2)=[CH:42][CH:41]=1, predict the reactants needed to synthesize it. The reactants are: C[O:2][C:3](=[O:53])[C@@H:4]([NH:20][C:21]([C@@H:23]1[CH2:32][C:31]2[CH:30]=[C:29]3[O:33][CH2:34][C@@H:35]([C:37]4[CH:42]=[CH:41][C:40]([O:43][CH2:44][C:45]5[CH:50]=[CH:49][C:48]([Cl:51])=[C:47]([Cl:52])[CH:46]=5)=[CH:39][CH:38]=4)[O:36][C:28]3=[CH:27][C:26]=2[CH2:25][NH:24]1)=[O:22])[CH2:5][C:6]1[CH:11]=[CH:10][C:9]([C:12]2[CH:17]=[CH:16][N:15]=[C:14]([CH3:18])[C:13]=2[CH3:19])=[CH:8][CH:7]=1.[N:54]([C@@H:57]([C:59]1[CH:64]=[CH:63][CH:62]=[CH:61][CH:60]=1)[CH3:58])=[C:55]=[O:56]. (8) Given the product [OH:14][C:12]1[N:11]([C:15]2[CH:16]=[CH:17][CH:18]=[CH:19][CH:20]=2)[N:10]=[C:9]([C:6]2[CH:5]=[CH:4][C:3]([S:2][CH3:1])=[CH:8][CH:7]=2)[C:13]=1[CH:29]=[O:30], predict the reactants needed to synthesize it. The reactants are: [CH3:1][S:2][C:3]1[CH:8]=[CH:7][C:6]([C:9]2[CH:13]=[C:12]([OH:14])[N:11]([C:15]3[CH:20]=[CH:19][CH:18]=[CH:17][CH:16]=3)[N:10]=2)=[CH:5][CH:4]=1.P(Cl)(Cl)(Cl)=O.CN([CH:29]=[O:30])C.